This data is from Reaction yield outcomes from USPTO patents with 853,638 reactions. The task is: Predict the reaction yield, written as a fraction of the theoretical maximum amount of product (1.0 means a 100% yield; for example, 0.34 means a 34% yield). The reactants are [Br:1][C:2]1[CH:3]=[C:4]2[C:12](=[C:13]([C:15](O)=[O:16])[CH:14]=1)[NH:11][C:10]1[CH2:9][CH2:8][CH:7]([C:18]([O:20][CH2:21][CH3:22])=[O:19])[CH2:6][C:5]2=1.C(Cl)CCl.O.O[N:29]1C2C=CC=CC=2N=N1.[OH-].[NH4+]. The catalyst is C1COCC1.C(Cl)Cl.O. The product is [Br:1][C:2]1[CH:3]=[C:4]2[C:12](=[C:13]([C:15](=[O:16])[NH2:29])[CH:14]=1)[NH:11][C:10]1[CH2:9][CH2:8][CH:7]([C:18]([O:20][CH2:21][CH3:22])=[O:19])[CH2:6][C:5]2=1. The yield is 0.650.